Dataset: CYP1A2 inhibition data for predicting drug metabolism from PubChem BioAssay. Task: Regression/Classification. Given a drug SMILES string, predict its absorption, distribution, metabolism, or excretion properties. Task type varies by dataset: regression for continuous measurements (e.g., permeability, clearance, half-life) or binary classification for categorical outcomes (e.g., BBB penetration, CYP inhibition). Dataset: cyp1a2_veith. (1) The molecule is O=C1[C@H]2CCn3c(=O)n(-c4ccccc4)c(=O)n3[C@H]2[C@H](O)[C@H]2O[C@@H]12. The result is 0 (non-inhibitor). (2) The compound is COc1ccc(-c2nc3cnc(N(C)C)nc3n(C3CC3)c2=O)cc1. The result is 1 (inhibitor).